From a dataset of Forward reaction prediction with 1.9M reactions from USPTO patents (1976-2016). Predict the product of the given reaction. (1) Given the reactants C([N:8]1[C@@H:12]([CH3:13])[CH2:11][C@H:10]([CH2:14][N:15]2[C:23]3[C:18](=[N:19][C:20]([C:24]4[CH:25]=[N:26][N:27]([CH:29]5[CH2:34][CH2:33][CH2:32][CH2:31][O:30]5)[CH:28]=4)=[CH:21][CH:22]=3)[CH:17]=[CH:16]2)[CH2:9]1)C1C=CC=CC=1.C([O-])=O.[NH4+].CO.ClCCl, predict the reaction product. The product is: [CH3:13][C@@H:12]1[NH:8][CH2:9][C@@H:10]([CH2:14][N:15]2[C:23]3[C:18](=[N:19][C:20]([C:24]4[CH:25]=[N:26][N:27]([CH:29]5[CH2:34][CH2:33][CH2:32][CH2:31][O:30]5)[CH:28]=4)=[CH:21][CH:22]=3)[CH:17]=[CH:16]2)[CH2:11]1. (2) Given the reactants [Al+3].[Cl-].[Cl-].[Cl-].[Cl:5][CH2:6][CH2:7][C:8](Cl)=[O:9].[O:11]1[C:15]2[CH:16]=[CH:17][CH:18]=[CH:19][C:14]=2[CH2:13][CH2:12]1, predict the reaction product. The product is: [Cl:5][CH2:6][CH2:7][C:8]([C:18]1[CH:17]=[CH:16][C:15]2[O:11][CH2:12][CH2:13][C:14]=2[CH:19]=1)=[O:9]. (3) The product is: [NH:6]1[C:5]2=[N:1][CH:13]=[N:9][CH:3]=[C:4]2[CH:7]=[N:8]1. Given the reactants [NH2:1]N.[CH2:3]=[C:4]([C:7]#[N:8])[C:5]#[N:6].[NH:9]1[CH:13]=CC=N1, predict the reaction product. (4) Given the reactants [S:1]1[CH:5]=[CH:4][CH:3]=[C:2]1[C:6]12[CH2:13][N:12]([C:14]([O:16][C:17]([CH3:20])([CH3:19])[CH3:18])=[O:15])[CH2:11][CH:10]1[CH2:9][O:8][NH:7]2.[C:21]([N:29]=[C:30]=[S:31])(=[O:28])[C:22]1[CH:27]=[CH:26][CH:25]=[CH:24][CH:23]=1, predict the reaction product. The product is: [C:21]([NH:29][C:30]([N:7]1[C:6]2([C:2]3[S:1][CH:5]=[CH:4][CH:3]=3)[CH2:13][N:12]([C:14]([O:16][C:17]([CH3:20])([CH3:19])[CH3:18])=[O:15])[CH2:11][CH:10]2[CH2:9][O:8]1)=[S:31])(=[O:28])[C:22]1[CH:27]=[CH:26][CH:25]=[CH:24][CH:23]=1. (5) Given the reactants Cl[C:2]1[CH:3]=[CH:4][C:5](F)=[C:6]([CH:16]=1)[CH2:7][NH:8][C:9](=[O:15])[CH:10]([O:13][CH3:14])[O:11][CH3:12].[F:18][C:19]([F:30])([F:29])[O:20]C1C=C(C=CC=1)CN.COC(OC)C(OC)=O, predict the reaction product. The product is: [CH3:12][O:11][CH:10]([O:13][CH3:14])[C:9]([NH:8][CH2:7][C:6]1[CH:5]=[CH:4][CH:3]=[C:2]([O:20][C:19]([F:30])([F:29])[F:18])[CH:16]=1)=[O:15]. (6) Given the reactants [Cl:1][C:2]1[CH:3]=[C:4]([CH:7]=[CH:8][C:9]=1[Cl:10])[CH:5]=O.[CH2:11]1[C:16](=O)[CH2:15][C:13](=[O:14])[CH2:12]1.[NH2:18][C:19]1[N:23]([CH3:24])[NH:22][C:21](=[O:25])[CH:20]=1, predict the reaction product. The product is: [Cl:1][C:2]1[CH:3]=[C:4]([CH:5]2[C:20]3[C:21](=[O:25])[NH:22][N:23]([CH3:24])[C:19]=3[NH:18][C:16]3[CH2:11][CH2:12][C:13](=[O:14])[C:15]2=3)[CH:7]=[CH:8][C:9]=1[Cl:10]. (7) The product is: [CH3:31][NH:30][S:29]([C:26]1[CH:27]=[CH:28][C:20]([N:14]2[CH2:8][CH2:15][CH2:16][CH2:17][CH2:18]2)=[C:21]([CH:25]=1)[C:22]([OH:24])=[O:23])(=[O:33])=[O:32]. Given the reactants CS(C1C=C[C:8]([N:14]2[CH2:18][CH2:17][CH2:16][CH2:15]2)=C(C=1)C(O)=O)(=O)=O.Cl[C:20]1[CH:28]=[CH:27][C:26]([S:29](=[O:33])(=[O:32])[NH:30][CH3:31])=[CH:25][C:21]=1[C:22]([OH:24])=[O:23].N1CCCCC1, predict the reaction product.